From a dataset of Reaction yield outcomes from USPTO patents with 853,638 reactions. Predict the reaction yield, written as a fraction of the theoretical maximum amount of product (1.0 means a 100% yield; for example, 0.34 means a 34% yield). (1) The reactants are CN(C)[CH:3]=[O:4].P(Cl)(Cl)(Cl)=O.[Cl:11][C:12]1[N:17]2[N:18]=[C:19]([C:21]3[CH:26]=[CH:25][C:24]([F:27])=[CH:23][CH:22]=3)[CH:20]=[C:16]2[CH:15]=[CH:14][CH:13]=1.O. The catalyst is ClCCl. The product is [Cl:11][C:12]1[N:17]2[N:18]=[C:19]([C:21]3[CH:26]=[CH:25][C:24]([F:27])=[CH:23][CH:22]=3)[C:20]([CH:3]=[O:4])=[C:16]2[CH:15]=[CH:14][CH:13]=1. The yield is 0.950. (2) The reactants are C[O:2][C:3]1[CH:12]=[CH:11][C:10]2[NH:9][C:8](=[O:13])[C:7]3[S:14][CH:15]=[CH:16][C:6]=3[C:5]=2[C:4]=1[C:17]1[CH:22]=[CH:21][C:20]([N:23]2[CH2:28][CH2:27][N:26]([S:29]([CH3:32])(=[O:31])=[O:30])[CH2:25][CH2:24]2)=[CH:19][CH:18]=1.BrB(Br)Br. No catalyst specified. The product is [OH:2][C:3]1[CH:12]=[CH:11][C:10]2[NH:9][C:8](=[O:13])[C:7]3[S:14][CH:15]=[CH:16][C:6]=3[C:5]=2[C:4]=1[C:17]1[CH:18]=[CH:19][C:20]([N:23]2[CH2:28][CH2:27][N:26]([S:29]([CH3:32])(=[O:31])=[O:30])[CH2:25][CH2:24]2)=[CH:21][CH:22]=1. The yield is 0.170. (3) The reactants are [Si:1]([O:8][CH2:9][CH2:10][C:11]1([NH2:14])[CH2:13][CH2:12]1)([C:4]([CH3:7])([CH3:6])[CH3:5])([CH3:3])[CH3:2].[CH3:15][C:16]([O:19][C:20](O[C:20]([O:19][C:16]([CH3:18])([CH3:17])[CH3:15])=[O:21])=[O:21])([CH3:18])[CH3:17].C([O-])(O)=O.[Na+]. The catalyst is C1COCC1.O. The product is [Si:1]([O:8][CH2:9][CH2:10][C:11]1([NH:14][C:20](=[O:21])[O:19][C:16]([CH3:18])([CH3:17])[CH3:15])[CH2:13][CH2:12]1)([C:4]([CH3:7])([CH3:6])[CH3:5])([CH3:3])[CH3:2]. The yield is 0.900. (4) The reactants are [CH3:1][C:2]1[CH:3]=[C:4]([CH:6]=[C:7]([CH3:9])[CH:8]=1)[NH2:5].[C:10]([N:18]=[C:19]=[S:20])(=[O:17])[C:11]1[CH:16]=[CH:15][CH:14]=[CH:13][CH:12]=1. The catalyst is C(#N)C. The product is [CH3:1][C:2]1[CH:3]=[C:4]([NH:5][C:19]([NH:18][C:10](=[O:17])[C:11]2[CH:12]=[CH:13][CH:14]=[CH:15][CH:16]=2)=[S:20])[CH:6]=[C:7]([CH3:9])[CH:8]=1. The yield is 0.610. (5) The reactants are [Cl:1][C:2]1[C:7]([C:8]([F:11])([F:10])[F:9])=[CH:6][C:5]([C:12]2[N:16]=[CH:15][N:14](/[CH:17]=[CH:18]\[C:19]([O:21]C(C)C)=[O:20])[N:13]=2)=[CH:4][C:3]=1[C:25]([F:28])([F:27])[F:26].C1COCC1.[Li+].[OH-].Cl. The catalyst is O. The product is [Cl:1][C:2]1[C:7]([C:8]([F:9])([F:11])[F:10])=[CH:6][C:5]([C:12]2[N:16]=[CH:15][N:14](/[CH:17]=[CH:18]\[C:19]([OH:21])=[O:20])[N:13]=2)=[CH:4][C:3]=1[C:25]([F:26])([F:27])[F:28]. The yield is 0.660. (6) The reactants are CN(C(ON1N=NC2C=CC=NC1=2)=[N+](C)C)C.F[P-](F)(F)(F)(F)F.C(N(CC)C(C)C)(C)C.[CH3:34][NH:35][CH2:36][CH2:37][CH2:38][CH:39]=[CH2:40].[CH2:41]([O:45][C:46]1[CH:47]=[C:48]([C:56]2[NH:60][C:59](=[O:61])[C:58]3([CH2:66][CH2:65][N:64]([S:67]([CH2:70][CH2:71][C:72]4[CH:80]=[CH:79][C:75]([C:76](O)=[O:77])=[CH:74][C:73]=4[CH3:81])(=[O:69])=[O:68])[CH2:63][CH2:62]3)[N:57]=2)[CH:49]=[C:50]([C:52]([F:55])([F:54])[F:53])[CH:51]=1)[CH2:42][CH:43]=[CH2:44].[Cl-].[NH4+]. The catalyst is CN(C=O)C. The product is [CH2:41]([O:45][C:46]1[CH:47]=[C:48]([C:56]2[NH:60][C:59](=[O:61])[C:58]3([CH2:66][CH2:65][N:64]([S:67]([CH2:70][CH2:71][C:72]4[CH:80]=[CH:79][C:75]([C:76]([N:35]([CH3:34])[CH2:36][CH2:37][CH2:38][CH:39]=[CH2:40])=[O:77])=[CH:74][C:73]=4[CH3:81])(=[O:68])=[O:69])[CH2:63][CH2:62]3)[N:57]=2)[CH:49]=[C:50]([C:52]([F:53])([F:55])[F:54])[CH:51]=1)[CH2:42][CH:43]=[CH2:44]. The yield is 0.840. (7) The reactants are [N+:1]([C:4]1[CH:9]=[CH:8][C:7]([C:10]2[S:11][CH:12]=[CH:13][CH:14]=2)=[CH:6][C:5]=1[NH:15][C:16](=[O:26])[O:17][CH2:18][CH:19]1[CH2:22][N:21]([C:23](=[O:25])[CH3:24])[CH2:20]1)([O-])=O.C([O-])=O.[NH4+]. The catalyst is CO.C1COCC1.[Zn]. The product is [NH2:1][C:4]1[CH:9]=[CH:8][C:7]([C:10]2[S:11][CH:12]=[CH:13][CH:14]=2)=[CH:6][C:5]=1[NH:15][C:16](=[O:26])[O:17][CH2:18][CH:19]1[CH2:22][N:21]([C:23](=[O:25])[CH3:24])[CH2:20]1. The yield is 0.220.